The task is: Predict the reaction yield, written as a fraction of the theoretical maximum amount of product (1.0 means a 100% yield; for example, 0.34 means a 34% yield).. This data is from Reaction yield outcomes from USPTO patents with 853,638 reactions. (1) The reactants are [C:1]([NH:24][CH2:25][C:26]([OH:28])=O)(=[O:23])[CH2:2][CH2:3]/[CH:4]=[CH:5]\[CH2:6]/[CH:7]=[CH:8]\[CH2:9]/[CH:10]=[CH:11]\[CH2:12]/[CH:13]=[CH:14]\[CH2:15]/[CH:16]=[CH:17]\[CH2:18]/[CH:19]=[CH:20]\[CH2:21][CH3:22].C1C=CC2N(O)N=NC=2C=1.CCN=C=NCCCN(C)C.[CH3:50][CH2:51][CH:52]([O:55][C@H:56]1[C@H:61]([NH:62][C:63]([CH3:65])=[O:64])[C@@H:60]([NH2:66])[CH2:59][C:58]([C:67]([O:69][CH2:70][CH3:71])=[O:68])=[CH:57]1)[CH2:53][CH3:54].OP(O)(O)=O.CCN(CC)CC. The catalyst is C(Cl)Cl. The product is [C:63]([NH:62][C@@H:61]1[C@@H:60]([NH:66][C:26](=[O:28])[CH2:25][NH:24][C:1](=[O:23])[CH2:2][CH2:3]/[CH:4]=[CH:5]\[CH2:6]/[CH:7]=[CH:8]\[CH2:9]/[CH:10]=[CH:11]\[CH2:12]/[CH:13]=[CH:14]\[CH2:15]/[CH:16]=[CH:17]\[CH2:18]/[CH:19]=[CH:20]\[CH2:21][CH3:22])[CH2:59][C:58]([C:67]([O:69][CH2:70][CH3:71])=[O:68])=[CH:57][C@H:56]1[O:55][CH:52]([CH2:53][CH3:54])[CH2:51][CH3:50])(=[O:64])[CH3:65]. The yield is 0.360. (2) The reactants are Br[C:2]1[CH:11]=[CH:10][C:9]([C:12]([NH:14][CH2:15][C:16]([CH3:19])([CH3:18])[CH3:17])=[O:13])=[CH:8][C:3]=1[C:4]([O:6][CH3:7])=[O:5].C1(NC(C2C=C(F)C(C)=C([C:32]3[C:33]([C:46]([OH:48])=[O:47])=[CH:34][C:35](C(NCC(C)(C)C)=O)=[CH:36][CH:37]=3)C=2)=O)CC1.[C:51](=O)([O-])[O-].[K+].[K+].C(O)(=O)C. The catalyst is O.O1CCOCC1.C1C=CC([P]([Pd]([P](C2C=CC=CC=2)(C2C=CC=CC=2)C2C=CC=CC=2)([P](C2C=CC=CC=2)(C2C=CC=CC=2)C2C=CC=CC=2)[P](C2C=CC=CC=2)(C2C=CC=CC=2)C2C=CC=CC=2)(C2C=CC=CC=2)C2C=CC=CC=2)=CC=1. The product is [CH3:17][C:16]([CH3:19])([CH3:18])[CH2:15][NH:14][C:12]([C:9]1[CH:10]=[CH:11][C:2]([C:35]2[C:36]([CH3:51])=[CH:37][CH:32]=[C:33]([C:46]([OH:48])=[O:47])[CH:34]=2)=[C:3]([C:4]([O:6][CH3:7])=[O:5])[CH:8]=1)=[O:13]. The yield is 0.780. (3) The reactants are C(Cl)(=O)C([Cl:4])=O.[CH3:7][C:8]1[O:12][C:11]([C:13]2[CH:18]=[CH:17][CH:16]=[CH:15][CH:14]=2)=[N:10][C:9]=1[CH2:19][CH2:20][O:21][C:22]1[N:27]=[CH:26][C:25]([CH2:28]O)=[CH:24][CH:23]=1. The catalyst is ClCCl.CN(C)C=O. The product is [Cl:4][CH2:28][C:25]1[CH:24]=[CH:23][C:22]([O:21][CH2:20][CH2:19][C:9]2[N:10]=[C:11]([C:13]3[CH:18]=[CH:17][CH:16]=[CH:15][CH:14]=3)[O:12][C:8]=2[CH3:7])=[N:27][CH:26]=1. The yield is 1.00. (4) The yield is 0.780. The reactants are C(=O)([O-])[O-].[K+].[K+].[Br:7][C:8]1[CH:13]=[CH:12][CH:11]=[CH:10][C:9]=1B(O)O.Br[C:18]1[CH:27]=[CH:26][C:25]2[C:20](=[CH:21][CH:22]=[CH:23][CH:24]=2)[CH:19]=1.N#N.C1(P(C2C=CC=CC=2)C2C=CC=CC=2)C=CC=CC=1. The catalyst is C([O-])(=O)C.[Pd+2].C([O-])(=O)C.COCCOC.O. The product is [Br:7][C:8]1[CH:13]=[CH:12][CH:11]=[CH:10][C:9]=1[C:18]1[CH:27]=[CH:26][C:25]2[C:20](=[CH:21][CH:22]=[CH:23][CH:24]=2)[CH:19]=1. (5) The reactants are Br[CH2:2][CH2:3][CH2:4][CH2:5][C:6]([NH:8][C@H:9]1[C@H:14]([C:15]([O:17][CH2:18][CH3:19])=[O:16])[CH2:13][CH2:12][N:11]([C:20]([O:22][C:23]([CH3:26])([CH3:25])[CH3:24])=[O:21])[CH2:10]1)=[O:7].[H-].[Na+]. The catalyst is C1COCC1. The product is [O:7]=[C:6]1[CH2:5][CH2:4][CH2:3][CH2:2][N:8]1[C@H:9]1[C@H:14]([C:15]([O:17][CH2:18][CH3:19])=[O:16])[CH2:13][CH2:12][N:11]([C:20]([O:22][C:23]([CH3:26])([CH3:25])[CH3:24])=[O:21])[CH2:10]1. The yield is 0.880. (6) The reactants are [C:1]([C:5]1[NH:6][C:7]2[C:12]([CH:13]=1)=[C:11]([F:14])[CH:10]=[CH:9][CH:8]=2)([CH3:4])([CH3:3])[CH3:2].[N+:15]([O-])([O-:17])=[O:16].[K+].O. The catalyst is OS(O)(=O)=O. The product is [C:1]([C:5]1[NH:6][C:7]2[C:12]([CH:13]=1)=[C:11]([F:14])[C:10]([N+:15]([O-:17])=[O:16])=[CH:9][CH:8]=2)([CH3:4])([CH3:2])[CH3:3]. The yield is 0.730. (7) The reactants are [CH3:1][O:2][C:3](=[O:28])[C@@H:4]([NH:8][C:9]([C:22]1[CH:27]=[CH:26][CH:25]=[CH:24][CH:23]=1)([C:16]1[CH:21]=[CH:20][CH:19]=[CH:18][CH:17]=1)[C:10]1[CH:15]=[CH:14][CH:13]=[CH:12][CH:11]=1)[C@H:5]([NH2:7])[CH3:6].[CH3:29][C:30]([O:33][C:34](O[C:34]([O:33][C:30]([CH3:32])([CH3:31])[CH3:29])=[O:35])=[O:35])([CH3:32])[CH3:31]. The catalyst is C(Cl)Cl. The yield is 0.640. The product is [CH3:1][O:2][C:3](=[O:28])[C@@H:4]([NH:8][C:9]([C:22]1[CH:27]=[CH:26][CH:25]=[CH:24][CH:23]=1)([C:10]1[CH:15]=[CH:14][CH:13]=[CH:12][CH:11]=1)[C:16]1[CH:17]=[CH:18][CH:19]=[CH:20][CH:21]=1)[C@H:5]([NH:7][C:34]([O:33][C:30]([CH3:32])([CH3:31])[CH3:29])=[O:35])[CH3:6].